From a dataset of Reaction yield outcomes from USPTO patents with 853,638 reactions. Predict the reaction yield, written as a fraction of the theoretical maximum amount of product (1.0 means a 100% yield; for example, 0.34 means a 34% yield). (1) The reactants are [I:1]I.[I-].[K+].[Cl:5][C:6]1[CH:7]=[C:8]([CH:10]=[CH:11][C:12]=1[CH3:13])[NH2:9].C(=O)(O)[O-].[Na+]. The catalyst is O. The product is [Cl:5][C:6]1[C:12]([CH3:13])=[CH:11][C:10]([I:1])=[C:8]([CH:7]=1)[NH2:9]. The yield is 0.240. (2) The reactants are Cl.O1CCOCC1.[Cl:8][C:9]1[CH:44]=[CH:43][C:12]([CH2:13][N:14]([CH2:33][CH2:34][NH:35]C(=O)OC(C)(C)C)[C:15]([N:17]2[CH2:22][CH2:21][N:20]([C:23]3[C:24]4[C@H:31]([CH3:32])[CH2:30][CH2:29][C:25]=4[N:26]=[CH:27][N:28]=3)[CH2:19][CH2:18]2)=[O:16])=[CH:11][CH:10]=1. The catalyst is CO. The product is [NH2:35][CH2:34][CH2:33][N:14]([CH2:13][C:12]1[CH:43]=[CH:44][C:9]([Cl:8])=[CH:10][CH:11]=1)[C:15]([N:17]1[CH2:18][CH2:19][N:20]([C:23]2[C:24]3[C@H:31]([CH3:32])[CH2:30][CH2:29][C:25]=3[N:26]=[CH:27][N:28]=2)[CH2:21][CH2:22]1)=[O:16]. The yield is 0.900. (3) The product is [C:1]([C:5]1[CH:12]=[C:11]([CH2:17][Cl:16])[CH:10]=[C:7]([CH:14]=[O:15])[C:6]=1[OH:13])([CH3:2])([CH3:3])[CH3:4]. The yield is 0.970. The reactants are [C:1]([C:5]1[CH:12]=[CH:11][CH:10]=[C:7](C=O)[C:6]=1[OH:13])([CH3:4])([CH3:3])[CH3:2].[CH2:14]=[O:15].[ClH:16].[C:17]([O-])([O-])=O.[Na+].[Na+]. No catalyst specified. (4) The reactants are [CH3:1][N:2]1[C:10]2[C:5](=[CH:6][C:7]([NH2:11])=[CH:8][CH:9]=2)[CH:4]=[N:3]1.[C:12]([N:19]1[CH:23]=[CH:22]N=C1)(N1C=CN=C1)=[O:13].NC1C=[CH:39][C:28]([O:29][C:30]2[CH:35]=[CH:34][N:33]=[C:32]([C:36](=[O:38])[CH3:37])[CH:31]=2)=[CH:27][CH:26]=1. The catalyst is ClCCCl.C1COCC1. The product is [C:36]([C:32]1[CH:31]=[C:30]([O:29][C:28]2[CH:39]=[CH:22][C:23]([NH:19][C:12]([NH:11][C:7]3[CH:6]=[C:5]4[C:10](=[CH:9][CH:8]=3)[N:2]([CH3:1])[N:3]=[CH:4]4)=[O:13])=[CH:26][CH:27]=2)[CH:35]=[CH:34][N:33]=1)(=[O:38])[CH3:37]. The yield is 0.744. (5) The reactants are Cl[C:2]1[N:3]=[N:4][C:5]([C:8]2[O:12][N:11]=[C:10]([CH3:13])[N:9]=2)=[CH:6][CH:7]=1.[NH:14]1[CH2:18][CH2:17][C:16]2([C:26]3[C:21](=[CH:22][CH:23]=[CH:24][CH:25]=3)[NH:20][C:19]2=[O:27])[CH2:15]1.C(=O)([O-])[O-].[K+].[K+]. The catalyst is [I-].C([N+](CCCC)(CCCC)CCCC)CCC.CN(C)C=O.O1CCCC1.C(OCC)(=O)C. The yield is 0.620. The product is [CH3:13][C:10]1[N:9]=[C:8]([C:5]2[N:4]=[N:3][C:2]([N:14]3[CH2:18][CH2:17][C:16]4([C:26]5[C:21](=[CH:22][CH:23]=[CH:24][CH:25]=5)[NH:20][C:19]4=[O:27])[CH2:15]3)=[CH:7][CH:6]=2)[O:12][N:11]=1. (6) The reactants are [C:1]([N:6]1[CH2:11][CH2:10][N:9](C(OC(C)(C)C)=O)[CH2:8][CH2:7]1)(=[O:5])[CH:2]([CH3:4])[CH3:3].Cl.CO. The catalyst is CO. The product is [CH3:3][CH:2]([CH3:4])[C:1]([N:6]1[CH2:11][CH2:10][NH:9][CH2:8][CH2:7]1)=[O:5]. The yield is 1.00.